Dataset: Human liver microsome stability data. Task: Regression/Classification. Given a drug SMILES string, predict its absorption, distribution, metabolism, or excretion properties. Task type varies by dataset: regression for continuous measurements (e.g., permeability, clearance, half-life) or binary classification for categorical outcomes (e.g., BBB penetration, CYP inhibition). Dataset: hlm. The compound is CC1(C)[C@H]2CC[C@](C)(C2)[C@H]1NC(=O)c1nn(-c2ccc(F)cc2F)c2c1C[C@H]1C[C@@H]21. The result is 1 (stable in human liver microsomes).